From a dataset of hERG Central: cardiac toxicity at 1µM, 10µM, and general inhibition. Predict hERG channel inhibition at various concentrations. (1) The molecule is Cn1c(SCc2ccc([N+](=O)[O-])cc2)nc2c(c1=O)SCC2. Results: hERG_inhib (hERG inhibition (general)): blocker. (2) The compound is CCN(CC)CCn1c(=N)n(CC(O)c2ccco2)c2ccccc21.Cl. Results: hERG_inhib (hERG inhibition (general)): blocker.